This data is from Full USPTO retrosynthesis dataset with 1.9M reactions from patents (1976-2016). The task is: Predict the reactants needed to synthesize the given product. (1) Given the product [CH2:1]([N:3]1[C:7]([NH:8][CH:12]([CH3:14])[CH3:13])=[CH:6][CH:5]=[N:4]1)[CH3:2], predict the reactants needed to synthesize it. The reactants are: [CH2:1]([N:3]1[C:7]([NH2:8])=[CH:6][CH:5]=[N:4]1)[CH3:2].[H-].[Na+].I[CH:12]([CH3:14])[CH3:13].O. (2) Given the product [O:10]=[C:2]1[NH:3][C:4]2[CH:9]=[CH:8][CH:7]=[CH:6][C:5]=2[S:1]1.[CH3:20][CH2:19][CH:18]([C:2]([NH2:3])=[O:10])[CH2:17][CH2:16][CH2:15][CH3:14], predict the reactants needed to synthesize it. The reactants are: [S:1]1[C:5]2[CH:6]=[CH:7][CH:8]=[CH:9][C:4]=2[NH:3][C:2]1=[O:10].N([CH2:14][CH2:15][CH2:16][CH2:17][CH2:18][CH2:19][CH3:20])=C=O. (3) Given the product [C:26]([Si:29]([CH3:31])([CH3:30])[O:13][CH2:12][C:11]([N:10]1[C:3]2[C:2]([F:1])=[CH:7][N:6]=[CH:5][C:4]=2[C:8]([I:16])=[CH:9]1)([CH3:14])[CH3:15])([CH3:28])([CH3:27])[CH3:25], predict the reactants needed to synthesize it. The reactants are: [F:1][C:2]1[C:3]2[N:10]([C:11]([CH3:15])([CH3:14])[CH2:12][OH:13])[CH:9]=[C:8]([I:16])[C:4]=2[CH:5]=[N:6][CH:7]=1.N1C(C)=CC=CC=1C.[CH3:25][C:26]([Si:29](OS(C(F)(F)F)(=O)=O)([CH3:31])[CH3:30])([CH3:28])[CH3:27]. (4) Given the product [Cl:1][C:2]1[C:7]([C:8]2[CH:9]=[CH:10][CH:11]=[CH:12][CH:13]=2)=[N:6][N:5]=[C:4]2[N:14]([CH2:23][C:24]([NH:33][C:29]3([CH3:28])[CH2:32][CH2:31][CH2:30]3)=[O:25])[N:15]=[C:16]([C:17]3[CH:22]=[CH:21][CH:20]=[CH:19][CH:18]=3)[C:3]=12, predict the reactants needed to synthesize it. The reactants are: [Cl:1][C:2]1[C:7]([C:8]2[CH:13]=[CH:12][CH:11]=[CH:10][CH:9]=2)=[N:6][N:5]=[C:4]2[N:14]([CH2:23][C:24](O)=[O:25])[N:15]=[C:16]([C:17]3[CH:22]=[CH:21][CH:20]=[CH:19][CH:18]=3)[C:3]=12.Cl.[CH3:28][C:29]1([NH2:33])[CH2:32][CH2:31][CH2:30]1.C(N(C(C)C)CC)(C)C.F[P-](F)(F)(F)(F)F.N1(OC(N(C)C)=[N+](C)C)C2N=CC=CC=2N=N1. (5) Given the product [C:1]([O:5][C:6]([N:8]1[CH2:14][CH2:13][CH2:12][N:11]([C:15](=[O:26])[C:16]2[CH:21]=[C:20]([CH:22]([Cl:29])[CH3:23])[CH:19]=[CH:18][C:17]=2[F:25])[CH2:10][CH2:9]1)=[O:7])([CH3:4])([CH3:3])[CH3:2], predict the reactants needed to synthesize it. The reactants are: [C:1]([O:5][C:6]([N:8]1[CH2:14][CH2:13][CH2:12][N:11]([C:15](=[O:26])[C:16]2[CH:21]=[C:20]([CH:22](O)[CH3:23])[CH:19]=[CH:18][C:17]=2[F:25])[CH2:10][CH2:9]1)=[O:7])([CH3:4])([CH3:3])[CH3:2].S(Cl)([Cl:29])=O. (6) Given the product [C:1]([O:5][C:6]([NH:8][CH:9]([CH:13]([O:16][C:20]1[CH:25]=[CH:24][CH:23]=[CH:22][C:21]=1[N+:26]([O-:28])=[O:27])[CH2:14][CH3:15])[C:10]([OH:12])=[O:11])=[O:7])([CH3:4])([CH3:3])[CH3:2], predict the reactants needed to synthesize it. The reactants are: [C:1]([O:5][C:6]([NH:8][CH:9]([CH:13]([OH:16])[CH2:14][CH3:15])[C:10]([OH:12])=[O:11])=[O:7])([CH3:4])([CH3:3])[CH3:2].[H-].[Na+].F[C:20]1[CH:25]=[CH:24][CH:23]=[CH:22][C:21]=1[N+:26]([O-:28])=[O:27].